From a dataset of Catalyst prediction with 721,799 reactions and 888 catalyst types from USPTO. Predict which catalyst facilitates the given reaction. (1) Reactant: [Cl:1][C:2]1[CH:30]=[CH:29][C:5]([C:6]([NH:8][C:9]2[CH:14]=[CH:13][C:12]([N:15]3[CH:19]([C:20]([F:23])([F:22])[F:21])[CH:18]([C:24]([O:26]CC)=[O:25])[CH:17]=[N:16]3)=[CH:11][CH:10]=2)=[O:7])=[CH:4][CH:3]=1.[OH-].[Na+].Cl. Product: [Cl:1][C:2]1[CH:3]=[CH:4][C:5]([C:6]([NH:8][C:9]2[CH:10]=[CH:11][C:12]([N:15]3[C:19]([C:20]([F:23])([F:21])[F:22])=[C:18]([C:24]([OH:26])=[O:25])[CH:17]=[N:16]3)=[CH:13][CH:14]=2)=[O:7])=[CH:29][CH:30]=1. The catalyst class is: 8. (2) Reactant: [C:1]([O:5][C:6]([N:8]1[CH2:13][CH2:12][CH2:11][CH:10]([CH2:14]OS(C)(=O)=O)[CH2:9]1)=[O:7])([CH3:4])([CH3:3])[CH3:2].[N-:20]=[N+:21]=[N-:22].[Na+]. Product: [C:1]([O:5][C:6]([N:8]1[CH2:13][CH2:12][CH2:11][CH:10]([CH2:14][N:20]=[N+:21]=[N-:22])[CH2:9]1)=[O:7])([CH3:4])([CH3:3])[CH3:2]. The catalyst class is: 9.